This data is from Full USPTO retrosynthesis dataset with 1.9M reactions from patents (1976-2016). The task is: Predict the reactants needed to synthesize the given product. (1) Given the product [F:1][C:2]([F:15])([F:14])[S:3]([O:6][C:25]1[CH:24]=[C:21]([C:22]#[N:23])[CH:20]=[CH:19][C:18]=1[CH:16]=[O:17])(=[O:5])=[O:4], predict the reactants needed to synthesize it. The reactants are: [F:1][C:2]([F:15])([F:14])[S:3]([O:6]S(C(F)(F)F)(=O)=O)(=[O:5])=[O:4].[CH:16]([C:18]1[CH:25]=[CH:24][C:21]([C:22]#[N:23])=[CH:20][C:19]=1O)=[O:17].C(N(CC)C(C)C)(C)C. (2) Given the product [C:1]([NH:4][C:5]1[C:6]([Br:32])=[CH:7][C:8]([F:31])=[C:9]([N:11]2[C:21]3[C:16](=[CH:17][CH:18]=[C:19]([C:22]4[C:23]([CH3:28])=[N:24][O:25][C:26]=4[CH3:27])[CH:20]=3)[C:14](=[O:15])[CH:13]=[C:12]2[CH3:30])[CH:10]=1)(=[O:3])[CH3:2], predict the reactants needed to synthesize it. The reactants are: [C:1]([NH:4][C:5]1[C:6]([Br:32])=[CH:7][C:8]([F:31])=[C:9]([NH:11]/[C:12](/[CH3:30])=[CH:13]\[C:14]([C:16]2[CH:21]=[CH:20][C:19]([C:22]3[C:23]([CH3:28])=[N:24][O:25][C:26]=3[CH3:27])=[CH:18][C:17]=2F)=[O:15])[CH:10]=1)(=[O:3])[CH3:2].C(=O)([O-])[O-].[K+].[K+].C(OCC)(=O)C.O. (3) Given the product [Cl:32][C:33]1[CH:34]=[C:35]([CH2:40][C:41]([OH:43])=[O:42])[CH:36]=[C:37]([SH:8])[CH:38]=1, predict the reactants needed to synthesize it. The reactants are: CC1C(OC2C=C(CC(O)=O)C=C(C(F)(F)F)C=2)=NC=C([S:8](C2C=CC=CC=2)(=O)=O)C=1.[Cl:32][C:33]1[CH:34]=[C:35]([CH2:40][C:41]([OH:43])=[O:42])[CH:36]=[C:37](O)[CH:38]=1. (4) Given the product [C:28]([C:25]1[CH:24]=[CH:23][C:22]([C:20]2[CH:21]=[C:16]([CH:11]3[CH2:10][C:9]([CH3:33])([CH3:32])[C:8]4[C:13](=[CH:14][CH:15]=[C:6]([C:4]([OH:5])=[O:3])[CH:7]=4)[NH:12]3)[CH:17]=[N:18][CH:19]=2)=[CH:27][CH:26]=1)([CH3:31])([CH3:29])[CH3:30], predict the reactants needed to synthesize it. The reactants are: C([O:3][C:4]([C:6]1[CH:7]=[C:8]2[C:13](=[CH:14][CH:15]=1)[NH:12][CH:11]([C:16]1[CH:17]=[N:18][CH:19]=[C:20]([C:22]3[CH:27]=[CH:26][C:25]([C:28]([CH3:31])([CH3:30])[CH3:29])=[CH:24][CH:23]=3)[CH:21]=1)[CH2:10][C:9]2([CH3:33])[CH3:32])=[O:5])C.Cl.